Predict the reactants needed to synthesize the given product. From a dataset of Full USPTO retrosynthesis dataset with 1.9M reactions from patents (1976-2016). Given the product [C:17]([O:21][C:22]([NH:16][CH2:15][C:12]1[CH:11]=[CH:10][C:9]([O:8][CH:1]2[CH2:2][CH2:3][CH2:4][CH2:5][CH2:6][CH2:7]2)=[CH:14][N:13]=1)=[O:23])([CH3:20])([CH3:19])[CH3:18], predict the reactants needed to synthesize it. The reactants are: [CH:1]1([O:8][C:9]2[CH:10]=[CH:11][C:12]([C:15]#[N:16])=[N:13][CH:14]=2)[CH2:7][CH2:6][CH2:5][CH2:4][CH2:3][CH2:2]1.[C:17]([O:21][C:22](O[C:22]([O:21][C:17]([CH3:20])([CH3:19])[CH3:18])=[O:23])=[O:23])([CH3:20])([CH3:19])[CH3:18].[H][H].